Task: Predict the reaction yield, written as a fraction of the theoretical maximum amount of product (1.0 means a 100% yield; for example, 0.34 means a 34% yield).. Dataset: Reaction yield outcomes from USPTO patents with 853,638 reactions (1) The reactants are Cl[C:2]1[CH:3]=[C:4]([NH:10][C:11]2[CH:16]=[CH:15][N:14]=[C:13]([CH3:17])[N:12]=2)[C:5]([O:8][CH3:9])=[N:6][CH:7]=1.[C:18]([O:21][CH2:22][C:23]1[C:24]([N:32]2[CH2:43][CH2:42][N:41]3[C:34](=[CH:35][C:36]4[CH2:37][C:38]([CH3:45])([CH3:44])[CH2:39][C:40]=43)[C:33]2=[O:46])=[N:25][CH:26]=[CH:27][C:28]=1B(O)O)(=[O:20])[CH3:19].C1(P(C2CCCCC2)C2CCCCC2)CCCCC1.C([O-])([O-])=O.[Cs+].[Cs+]. The catalyst is C1C=CC(/C=C/C(/C=C/C2C=CC=CC=2)=O)=CC=1.C1C=CC(/C=C/C(/C=C/C2C=CC=CC=2)=O)=CC=1.C1C=CC(/C=C/C(/C=C/C2C=CC=CC=2)=O)=CC=1.[Pd].[Pd].O.O1CCOCC1. The product is [C:18]([O:21][CH2:22][C:23]1[C:24]([N:32]2[CH2:43][CH2:42][N:41]3[C:34](=[CH:35][C:36]4[CH2:37][C:38]([CH3:45])([CH3:44])[CH2:39][C:40]=43)[C:33]2=[O:46])=[N:25][CH:26]=[CH:27][C:28]=1[C:2]1[CH:7]=[N:6][C:5]([O:8][CH3:9])=[C:4]([NH:10][C:11]2[CH:16]=[CH:15][N:14]=[C:13]([CH3:17])[N:12]=2)[CH:3]=1)(=[O:20])[CH3:19]. The yield is 0.250. (2) The product is [F:21][C:22]1[CH:27]=[CH:26][C:25]([NH:28][C:29]([N:10]2[CH2:11][CH2:12][C:13]3[C:14](=[N:15][CH:16]=[CH:17][N:18]=3)[CH:9]2[C:6]2[CH:7]=[CH:8][C:3]([C:2]([F:1])([F:19])[F:20])=[CH:4][CH:5]=2)=[O:30])=[CH:24][CH:23]=1. The reactants are [F:1][C:2]([F:20])([F:19])[C:3]1[CH:8]=[CH:7][C:6]([CH:9]2[C:14]3=[N:15][CH:16]=[CH:17][N:18]=[C:13]3[CH2:12][CH2:11][NH:10]2)=[CH:5][CH:4]=1.[F:21][C:22]1[CH:27]=[CH:26][C:25]([N:28]=[C:29]=[O:30])=[CH:24][CH:23]=1. The catalyst is ClCCCl. The yield is 0.190. (3) The reactants are C(OC([N:8]1[CH2:12][C@H:11]([O:13][Si](C(C)(C)C)(C)C)[CH2:10][C@@H:9]1[C:21](=[O:35])[NH:22][C:23]1[CH:28]=[CH:27][C:26]([C:29](=[O:33])[N:30]([CH3:32])[CH3:31])=[CH:25][C:24]=1[F:34])=O)(C)(C)C.C(O)(C(F)(F)F)=O. The catalyst is C(Cl)Cl. The product is [CH3:31][N:30]([CH3:32])[C:29]([C:26]1[CH:27]=[CH:28][C:23]([NH:22][C:21]([C@H:9]2[CH2:10][C@@H:11]([OH:13])[CH2:12][NH:8]2)=[O:35])=[C:24]([F:34])[CH:25]=1)=[O:33]. The yield is 1.00. (4) The reactants are C1CCN2C(=NCCC2)CC1.C1C2C(COC([NH:29][C@@H:30]([CH2:34][CH2:35][CH2:36][CH2:37][NH:38][C:39]([O:41][CH2:42][C:43]3[CH:48]=[CH:47][C:46]([N:49]=[N+:50]=[N-:51])=[CH:45][CH:44]=3)=[O:40])[C:31]([OH:33])=[O:32])=O)C3C(=CC=CC=3)C=2C=CC=1. The catalyst is CN(C=O)C. The product is [NH2:29][C@@H:30]([CH2:34][CH2:35][CH2:36][CH2:37][NH:38][C:39]([O:41][CH2:42][C:43]1[CH:44]=[CH:45][C:46]([N:49]=[N+:50]=[N-:51])=[CH:47][CH:48]=1)=[O:40])[C:31]([OH:33])=[O:32]. The yield is 0.810. (5) The reactants are [F:1][C:2]([F:13])([F:12])[O:3][C:4]1[CH:11]=[CH:10][C:7]([CH2:8][NH2:9])=[CH:6][CH:5]=1.[C:14](O)(=[O:16])[CH3:15].F[B-](F)(F)F.N1(OC(N(C)C)=[N+](C)C)C2C=CC=CC=2N=N1.C(N(CC)C(C)C)(C)C. The catalyst is CN(C=O)C.C(OCC)(=O)C. The product is [F:1][C:2]([F:12])([F:13])[O:3][C:4]1[CH:11]=[CH:10][C:7]([CH2:8][NH:9][C:14](=[O:16])[CH3:15])=[CH:6][CH:5]=1. The yield is 0.920.